This data is from B-cell epitopes from IEDB database with 3,159 antigens for binding position prediction. The task is: Token-level Classification. Given an antigen amino acid sequence, predict which amino acid positions are active epitope sites capable of antibody binding. Output is a list of indices for active positions. (1) Given the antigen sequence: MGRMNNERSLFAVLFVVFLASLATVAFAEEIPDMDICASAGKLCGTVPCVPINGSQYFTCLCENERYFNATAQRCYHLDSCSEILCLPGKCFDNHGSDAATCDCSGIHGMTKECEVDEAFRDECVKSGGEQTFDQNGFPQCVCPYGTQLENDRCLSIACLLPDFTCADICNNPKLREDNRCCQNWEIGSCDGNYEESFCPPGTTGNGSICTNVCAEDLLGSVCEHGCTYENSSNPYYKCNCDDGEELSADGRTCQARVECNEEEESSCEDSGQECVYKDGKASCQCPAGSALIDGVCSEECSFKCQPLLSKCVIDSNEEICVCEYPLKWDSTKQQCTLDRQFVYIITFTQDQVYLTANTTHRCANTEKLIQSAMKNLYGKSLMATRLLKCGEEHEVELSFSEEPAPALLHRIHLCENEDKRSGCFFAPALYIVNGSSSDPRAVDLCDAYLNNTDAVSSGSHKCVSEGAGNYTLRCALRSAGAEMVQQGFLKVQRCHEGCH..., which amino acid positions are active epitope sites? The epitope positions are: [530, 531, 532, 533, 534, 535, 536, 537, 538, 539, 540, 541, 542, 543, 544, 545, 546]. The amino acids at these positions are: PQPPHHQKWPFPTTPMA. (2) Given the antigen sequence: ASQKRPSQRHGSKYLATASTMDHARHGFLPRHRDTGILDSIGRFFGSDRAAPKRGSGKDSHHAARTTHYGSLPQKSQRSQDENPVVHFFKNIVTPRTPPPSQGKGRGLSLSRFSWGAEGQKPGFGYGGRADYKSKGFKGAHDAQGTLSKIFKLGGRDSRSGSPMARR, which amino acid positions are active epitope sites? The epitope positions are: [75, 76, 77, 78, 79, 80, 81, 82]. The amino acids at these positions are: SQRSQDEN. (3) Given the antigen sequence: MASSTPSPATSSNAGADPNTTNLRPTTYDTWCGVAHGCTRKLGLKICGFLQRTNSLEEKSRLVSAFRERQSSKNLLSCENSDQGARFRRTETDFSNLFAQDLLPAKNGEEQTAQFLLEVVDILLNYVRKTFDRSTKVLDFHHPHQLLEGMEGFNLELSDHPESLEQILVDCRDTLKYGVRTGHPRFFNQLSTGLDIIGLAGEWLTSTANTNMFTYEIAPVFVLMEQITLKKMREIVGWSNKDGDGIFSPGGAISNMYSIMAARYKYFPEVKTKGMAAVPKLVLFTSEHSHYSIKKAGAALGFGTDNVILIKCNERGKIIPADLEAKILDAKQKGYVPLYVNATAGTTVYGAFDPIQEIADICEKYNLWLHVDAAWGGGLLMSRKHRHKLSGIERANSVTWNPHKMMGVLLQCSAILVKEKGILQGCNQMCAGYLFQPDKQYDVSYDTGDKAIQCGRHVDIFKFWLMWKAKGTVGFENQINKCLELADYLYAKIKNREEFE..., which amino acid positions are active epitope sites? The epitope positions are: [263, 264, 265, 266, 267, 268, 269, 270, 271, 272, 273, 274, 275]. The amino acids at these positions are: YKYFPEVKTKGMA. (4) Given the antigen sequence: MNQSIPVAPTPPRRVRLKPWLVAQVNSCQYPGLQWVNGEKKLFCIPWRHATRHGPSQDGDNTIFKAWAKETGKYTEGVDEADPAKWKANLRCALNKSRDFRLIYDGPRDMPPQPYKIYEVCSNGPAPTDSQPPEDYSFGAGEEEEEEEELQRMLPSLSLTEDVKWPPTLQPPTLQPPVVLGPPAPDPSPLAPPPGNPAGFRELLSEVLEPGPLPASLPPAGEQLLPDLLISPHMLPLTDLEIKFQYRGRPPRALTISNPHGCRLFYSQLEATQEQVELFGPISLEQVRFPSPEDIPSDKQRFYTNQLLDVLDRGLILQLQGQDLYAIRLCQCKVFWSGPCASAHDSCPNPIQREVKTKLFSLEHFLNELILFQKGQTNTPPPFEIFFCFGEEWPDRKPREKKLITVQVVPVAARLLLEMFSGELSWSADSIRLQISNPDLKDRMVEQFKELHHIWQSQQRLQPVAQAPPGAGLGVGQGPWPMHPAGMQ, which amino acid positions are active epitope sites? The epitope positions are: [407, 408, 409, 410, 411, 412, 413, 414, 415, 416, 417]. The amino acids at these positions are: VVPVAARLLLE. (5) Given the antigen sequence: MNIRKFIPSLALMLIFFAFANLVLSDANDKAKKPAGKGSPSTLQTPGSSSGASLHAVGPNLGGLSQGLSGKDSADKMPLETQLAIEEIKSLSNMLDKKTTVNRNLIISTAVTNMIMIKLIILSGIVGFKVKKTKNADDDKGDKDKDKDNTDEGDEGDDS, which amino acid positions are active epitope sites? The epitope positions are: [142, 143, 144, 145, 146, 147, 148, 149, 150, 151]. The amino acids at these positions are: KDKDKDNTDE.